From a dataset of Reaction yield outcomes from USPTO patents with 853,638 reactions. Predict the reaction yield, written as a fraction of the theoretical maximum amount of product (1.0 means a 100% yield; for example, 0.34 means a 34% yield). (1) The reactants are Cl[C:2]1[N:3]=[CH:4][C:5]2[C:10]([C:11]([NH:13][CH2:14][C:15]3[C:16]([OH:23])=[N:17][C:18]([CH3:22])=[CH:19][C:20]=3[CH3:21])=[O:12])=[C:9]([CH3:24])[N:8]([C@@H:25]([C:27]3[CH:32]=[CH:31][CH:30]=[CH:29][CH:28]=3)[CH3:26])[C:6]=2[N:7]=1. The catalyst is N1CCCC1. The product is [OH:23][C:16]1[C:15]([CH2:14][NH:13][C:11]([C:10]2[C:5]3[CH:4]=[N:3][C:2]([N:8]4[CH2:9][CH2:10][CH2:5][CH2:6]4)=[N:7][C:6]=3[N:8]([C@@H:25]([C:27]3[CH:32]=[CH:31][CH:30]=[CH:29][CH:28]=3)[CH3:26])[C:9]=2[CH3:24])=[O:12])=[C:20]([CH3:21])[CH:19]=[C:18]([CH3:22])[N:17]=1. The yield is 0.600. (2) The reactants are [CH3:1][C:2]([CH3:5])([O-])[CH3:3].[K+].[Cl:7][C:8]1[CH:13]=[C:12]([NH2:14])[C:11]([I:15])=[CH:10][N:9]=1.BrCC(C)=C. The catalyst is C1COCC1. The product is [Cl:7][C:8]1[CH:13]=[C:12]([NH:14][CH2:1][C:2]([CH3:5])=[CH2:3])[C:11]([I:15])=[CH:10][N:9]=1. The yield is 0.760.